From a dataset of Catalyst prediction with 721,799 reactions and 888 catalyst types from USPTO. Predict which catalyst facilitates the given reaction. Reactant: Cl[C:2]1[CH:7]=[CH:6][N:5]=[CH:4][C:3]=1[N+:8]([O-:10])=[O:9].[CH3:11][C:12]1[CH2:13][C:14](=[O:23])[N:15]([C:17]2[CH:22]=[CH:21][CH:20]=[CH:19][CH:18]=2)[N:16]=1.C(=O)([O-])[O-].[K+].[K+].O. Product: [CH3:11][C:12]1[CH:13]=[C:14]([O:23][C:2]2[CH:7]=[CH:6][N:5]=[CH:4][C:3]=2[N+:8]([O-:10])=[O:9])[N:15]([C:17]2[CH:22]=[CH:21][CH:20]=[CH:19][CH:18]=2)[N:16]=1. The catalyst class is: 39.